From a dataset of Full USPTO retrosynthesis dataset with 1.9M reactions from patents (1976-2016). Predict the reactants needed to synthesize the given product. (1) Given the product [C:37]1([S:43]([N:9]2[C:10]3[C:6](=[CH:5][CH:4]=[C:3]([O:2][CH3:1])[CH:11]=3)[C:7]([CH2:18][C:19]3[N:24]=[C:23]([C:25]([O:27][CH2:28][C:29]4[CH:34]=[CH:33][CH:32]=[CH:31][CH:30]=4)=[O:26])[CH:22]=[CH:21][CH:20]=3)=[C:8]2[C:12]2[CH:13]=[CH:14][CH:15]=[CH:16][CH:17]=2)(=[O:45])=[O:44])[CH:42]=[CH:41][CH:40]=[CH:39][CH:38]=1, predict the reactants needed to synthesize it. The reactants are: [CH3:1][O:2][C:3]1[CH:11]=[C:10]2[C:6]([C:7]([CH2:18][C:19]3[N:24]=[C:23]([C:25]([O:27][CH2:28][C:29]4[CH:34]=[CH:33][CH:32]=[CH:31][CH:30]=4)=[O:26])[CH:22]=[CH:21][CH:20]=3)=[C:8]([C:12]3[CH:17]=[CH:16][CH:15]=[CH:14][CH:13]=3)[NH:9]2)=[CH:5][CH:4]=1.[H-].[Na+].[C:37]1([S:43](Cl)(=[O:45])=[O:44])[CH:42]=[CH:41][CH:40]=[CH:39][CH:38]=1.[Cl-].[NH4+]. (2) Given the product [SH:19][C:17]1[S:18][C:14]2[CH:13]=[C:12]([S:9]([NH:8][CH2:1][C:2]3[CH:3]=[CH:4][CH:5]=[CH:6][CH:7]=3)(=[O:11])=[O:10])[CH:24]=[CH:23][C:15]=2[N:16]=1, predict the reactants needed to synthesize it. The reactants are: [CH2:1]([NH:8][S:9]([C:12]1[CH:24]=[CH:23][C:15]2[N:16]=[C:17]([S:19](C)(=O)=O)[S:18][C:14]=2[CH:13]=1)(=[O:11])=[O:10])[C:2]1[CH:7]=[CH:6][CH:5]=[CH:4][CH:3]=1. (3) Given the product [C:1]([O:5][C:6](=[O:7])[N:8]([C@H:9]([C:10](=[O:11])[NH:12][C@H:13]([C:14]([N:16]1[C:20]2=[N:21][CH:22]=[CH:23][CH:24]=[C:19]2[CH2:18][CH:17]1[CH2:25][OH:26])=[O:15])[CH:28]([CH3:30])[CH3:29])[CH3:31])[CH3:32])([CH3:3])([CH3:2])[CH3:4], predict the reactants needed to synthesize it. The reactants are: [C:1]([O:5][C:6]([N:8]([CH3:32])[C@@H:9]([CH3:31])[C:10]([NH:12][C@@H:13]([CH:28]([CH3:30])[CH3:29])[C:14]([N:16]1[C:20]2=[N:21][CH:22]=[CH:23][CH:24]=[C:19]2[CH2:18][CH:17]1[C:25](O)=[O:26])=[O:15])=[O:11])=[O:7])([CH3:4])([CH3:3])[CH3:2].CN1CCOCC1.ClC(OCC(C)C)=O.[BH4-].[Na+]. (4) The reactants are: [CH2:1]([C:4]1([CH3:40])[S:9](=[O:11])(=[O:10])[C:8]([CH3:13])([CH3:12])[C:7]([N:14]([C:22]([O:24][C:25]([CH3:28])([CH3:27])[CH3:26])=[O:23])[C:15](=[O:21])[O:16][C:17]([CH3:20])([CH3:19])[CH3:18])=[N:6][C@@:5]1([C:30]1[CH:35]=[C:34]([N+:36]([O-:38])=[O:37])[CH:33]=[CH:32][C:31]=1[F:39])[CH3:29])[CH:2]=C.C(=O)(O)[O-:42].[Na+].O=[O+][O-].[BH4-].[Na+]. Given the product [C:17]([O:16][C:15]([N:14]([C:7]1[C:8]([CH3:13])([CH3:12])[S:9](=[O:11])(=[O:10])[C:4]([CH2:1][CH2:2][OH:42])([CH3:40])[C@:5]([C:30]2[CH:35]=[C:34]([N+:36]([O-:38])=[O:37])[CH:33]=[CH:32][C:31]=2[F:39])([CH3:29])[N:6]=1)[C:22](=[O:23])[O:24][C:25]([CH3:28])([CH3:27])[CH3:26])=[O:21])([CH3:19])([CH3:18])[CH3:20], predict the reactants needed to synthesize it. (5) Given the product [ClH:28].[Cl:28][C:17]1[CH:16]=[CH:15][C:14]([O:20][CH2:21][CH2:22][N:23]2[CH2:27][CH2:26][CH2:25][CH2:24]2)=[C:13]2[C:18]=1[CH:19]=[C:10]([S:7]([C:1]1[CH:2]=[CH:3][CH:4]=[CH:5][CH:6]=1)(=[O:8])=[O:9])[CH:11]=[N:12]2, predict the reactants needed to synthesize it. The reactants are: [C:1]1([S:7]([C:10]2[CH:11]=[N:12][C:13]3[C:18]([CH:19]=2)=[CH:17][CH:16]=[CH:15][C:14]=3[O:20][CH2:21][CH2:22][N:23]2[CH2:27][CH2:26][CH2:25][CH2:24]2)(=[O:9])=[O:8])[CH:6]=[CH:5][CH:4]=[CH:3][CH:2]=1.[Cl:28]N1C(=O)CCC1=O. (6) Given the product [Cl:21][C:22]1[CH:23]=[C:24]([N:28]2[CH2:33][CH2:32][N:31]([CH2:15][CH2:14][CH2:13][CH2:12][CH:5]3[C:4]4[C:8](=[CH:9][CH:10]=[C:2]([CH3:1])[CH:3]=4)[NH:7][C:6]3=[O:11])[CH2:30][CH2:29]2)[CH:25]=[CH:26][CH:27]=1, predict the reactants needed to synthesize it. The reactants are: [CH3:1][C:2]1[CH:3]=[C:4]2[C:8](=[CH:9][CH:10]=1)[NH:7][C:6](=[O:11])[CH:5]2[CH2:12][CH2:13][CH2:14][CH2:15]OS(C)(=O)=O.[Cl:21][C:22]1[CH:23]=[C:24]([N:28]2[CH2:33][CH2:32][NH:31][CH2:30][CH2:29]2)[CH:25]=[CH:26][CH:27]=1. (7) Given the product [Cl:1][C:2]1[CH:3]=[C:4]2[C:8](=[CH:9][CH:10]=1)[N:7]([CH2:11]/[CH:12]=[CH:13]/[C:14]1[CH:15]=[C:42]([CH:17]=[CH:18][CH:19]=1)[CH2:46][O:45][C@H:44]([CH3:43])[C:50]([OH:51])=[O:47])[C:6]([CH3:32])=[C:5]2[C:33](=[O:34])[C:35]1[CH:40]=[CH:39][C:38]([CH3:41])=[CH:37][CH:36]=1, predict the reactants needed to synthesize it. The reactants are: [Cl:1][C:2]1[CH:3]=[C:4]2[C:8](=[CH:9][CH:10]=1)[N:7]([CH2:11]/[CH:12]=[CH:13]/[C:14]1[CH:19]=[CH:18][CH:17]=C(CO[C@H](C)C(N3CCOCC3)=O)[CH:15]=1)[C:6]([CH3:32])=[C:5]2[C:33]([C:35]1[CH:40]=[CH:39][C:38]([CH3:41])=[CH:37][CH:36]=1)=[O:34].[CH2:42]1[CH2:46][O:45][CH2:44][CH2:43]1.[OH-:47].[Li+].Cl.[CH3:50][OH:51].